Dataset: Peptide-MHC class I binding affinity with 185,985 pairs from IEDB/IMGT. Task: Regression. Given a peptide amino acid sequence and an MHC pseudo amino acid sequence, predict their binding affinity value. This is MHC class I binding data. (1) The peptide sequence is PTIEDDKIV. The MHC is HLA-A02:02 with pseudo-sequence HLA-A02:02. The binding affinity (normalized) is 0.0315. (2) The peptide sequence is RLFYTFFSY. The MHC is HLA-A02:01 with pseudo-sequence HLA-A02:01. The binding affinity (normalized) is 0.261. (3) The peptide sequence is SLYKYLLLR. The MHC is HLA-B46:01 with pseudo-sequence HLA-B46:01. The binding affinity (normalized) is 0.0847. (4) The peptide sequence is SAYTALFSGV. The MHC is HLA-A02:03 with pseudo-sequence HLA-A02:03. The binding affinity (normalized) is 0.818.